This data is from Full USPTO retrosynthesis dataset with 1.9M reactions from patents (1976-2016). The task is: Predict the reactants needed to synthesize the given product. (1) Given the product [Cl-:52].[CH2:39]([NH+:40]([CH2:43][CH3:44])[CH2:41][CH2:42][O:14][C:13](=[O:15])/[C:12](/[C:16]1[CH:21]=[CH:20][CH:19]=[CH:18][CH:17]=1)=[C:11](/[C:8]1[CH:7]=[CH:6][C:5]([S:2]([CH3:1])(=[O:4])=[O:3])=[CH:10][CH:9]=1)\[CH2:22][O:23][C:24]([O:26][CH2:27][CH2:28][CH2:29][CH2:30][CH2:31][O:32][N+:33]([O-:35])=[O:34])=[O:25])[CH3:38], predict the reactants needed to synthesize it. The reactants are: [CH3:1][S:2]([C:5]1[CH:10]=[CH:9][C:8](/[C:11](/[CH2:22][O:23][C:24]([O:26][CH2:27][CH2:28][CH2:29][CH2:30][CH2:31][O:32][N+:33]([O-:35])=[O:34])=[O:25])=[C:12](\[C:16]2[CH:21]=[CH:20][CH:19]=[CH:18][CH:17]=2)/[C:13]([OH:15])=[O:14])=[CH:7][CH:6]=1)(=[O:4])=[O:3].[Br-].Br[CH2:38][CH2:39][NH+:40]([CH2:43][CH3:44])[CH2:41][CH3:42].C([O-])([O-])=O.[K+].[K+].[NH4+].[Cl-:52]. (2) Given the product [C:22]1([CH:32]([NH:34][C:14]([C:11]2[CH:10]=[CH:9][C:6]3[O:7][CH2:8][CH:3]([CH2:2][OH:1])[O:4][C:5]=3[C:12]=2[CH3:13])=[O:16])[CH3:33])[C:31]2[C:26](=[CH:27][CH:28]=[CH:29][CH:30]=2)[CH:25]=[CH:24][CH:23]=1, predict the reactants needed to synthesize it. The reactants are: [OH:1][CH2:2][CH:3]1[CH2:8][O:7][C:6]2[CH:9]=[CH:10][C:11]([C:14]([OH:16])=O)=[C:12]([CH3:13])[C:5]=2[O:4]1.C1COCC1.[C:22]1([C@H:32]([NH2:34])[CH3:33])[C:31]2[C:26](=[CH:27][CH:28]=[CH:29][CH:30]=2)[CH:25]=[CH:24][CH:23]=1.Cl.CN(C)CCCN=C=NCC. (3) Given the product [CH3:1][S:2][CH2:13][C:14](=[O:20])[C:15]([O:17][CH2:18][CH3:19])=[O:16], predict the reactants needed to synthesize it. The reactants are: [CH3:1][S:2]SC.C[Li].C(OCC)C.Br[CH2:13][C:14](=[O:20])[C:15]([O:17][CH2:18][CH3:19])=[O:16].[Cl-].[NH4+]. (4) Given the product [C:49]([O:53][C:54]([N:55]([CH3:56])[CH2:57][CH2:58][CH2:59][NH:60][C:36]([C@:20]12[CH2:32][CH2:31][C@@H:30]([C:33]([CH3:35])=[CH2:34])[C@@H:21]1[C@@H:22]1[C@@:17]([CH3:39])([CH2:18][CH2:19]2)[C@@:16]2([CH3:40])[C@@H:25]([C@:26]3([CH3:29])[C@@H:13]([CH2:14][CH2:15]2)[C:12]([CH3:42])([CH3:41])[C:11]([C:8]2[CH:7]=[CH:6][C:5]([C:3]([O:2][CH3:1])=[O:4])=[CH:10][CH:9]=2)=[CH:28][CH2:27]3)[CH2:24][CH2:23]1)=[O:37])=[O:61])([CH3:52])([CH3:50])[CH3:51], predict the reactants needed to synthesize it. The reactants are: [CH3:1][O:2][C:3]([C:5]1[CH:10]=[CH:9][C:8]([C:11]2[C:12]([CH3:42])([CH3:41])[C@H:13]3[C@:26]([CH3:29])([CH2:27][CH:28]=2)[C@@H:25]2[C@:16]([CH3:40])([C@@:17]4([CH3:39])[C@H:22]([CH2:23][CH2:24]2)[C@H:21]2[C@H:30]([C:33]([CH3:35])=[CH2:34])[CH2:31][CH2:32][C@:20]2([C:36](O)=[O:37])[CH2:19][CH2:18]4)[CH2:15][CH2:14]3)=[CH:7][CH:6]=1)=[O:4].C(Cl)(=O)C(Cl)=O.[C:49]([O:53][C:54](=[O:61])[N:55]([CH2:57][CH2:58][CH2:59][NH2:60])[CH3:56])([CH3:52])([CH3:51])[CH3:50]. (5) Given the product [F:23][C:8]1([C:4]2[CH:5]=[CH:6][CH:7]=[C:2]([I:1])[CH:3]=2)[CH2:11][O:10][CH2:9]1, predict the reactants needed to synthesize it. The reactants are: [I:1][C:2]1[CH:3]=[C:4]([C:8]2(O)[CH2:11][O:10][CH2:9]2)[CH:5]=[CH:6][CH:7]=1.COCCN(S(F)(F)[F:23])CCOC.[NH4+].[Cl-]. (6) Given the product [CH2:12]([C:4]1[S:3][C:2]2[N:1]=[CH:14][N:16]=[C:7]([OH:8])[C:6]=2[CH:5]=1)[CH3:13], predict the reactants needed to synthesize it. The reactants are: [NH2:1][C:2]1[S:3][C:4]([CH2:12][CH3:13])=[CH:5][C:6]=1[C:7](OCC)=[O:8].[CH:14]([NH2:16])=O. (7) Given the product [Cl:14][CH:15]([C:19]1[CH:24]=[CH:23][CH:22]=[CH:21][CH:20]=1)[C:16]([NH:13][C:2]1[S:1][C:5]2[C:6]3[CH:12]=[N:11][N:10]([C:16](=[O:32])[CH:15]([Cl:14])[C:31]4[CH:30]=[CH:21][CH:20]=[CH:19][CH:24]=4)[C:7]=3[CH:8]=[CH:9][C:4]=2[N:3]=1)=[O:17], predict the reactants needed to synthesize it. The reactants are: [S:1]1[C:5]2[C:6]3[CH:12]=[N:11][NH:10][C:7]=3[CH:8]=[CH:9][C:4]=2[N:3]=[C:2]1[NH2:13].[Cl:14][CH:15]([C:19]1[CH:24]=[CH:23][CH:22]=[CH:21][CH:20]=1)[C:16](Cl)=[O:17].C(N([CH2:30][CH3:31])CC)C.[OH2:32]. (8) Given the product [CH:1]1([O:4][C@H:5]2[CH2:9][NH:8][C@H:7]([CH2:20][OH:21])[CH2:6]2)[CH2:3][CH2:2]1, predict the reactants needed to synthesize it. The reactants are: [CH:1]1([O:4][C@H:5]2[CH2:9][N:8](C(OCC3C=CC=CC=3)=O)[C@H:7]([CH2:20][OH:21])[CH2:6]2)[CH2:3][CH2:2]1. (9) Given the product [C:30]([C:29]1[CH:32]=[C:33]([N:36]2[CH2:37][CH:38]([N:40]3[CH2:41][CH2:42][N:43]([CH3:46])[CH2:44][CH2:45]3)[CH2:39]2)[C:34]([F:35])=[C:27]([NH:26][C:2]2[N:7]=[C:6]([NH:8][CH:18]3[CH2:19][CH2:20]3)[C:5]3=[N:21][CH:22]=[C:23]([C:24]#[N:25])[N:4]3[N:3]=2)[CH:28]=1)#[N:31], predict the reactants needed to synthesize it. The reactants are: Cl[C:2]1[N:7]=[C:6]([N:8]([CH:18]2[CH2:20][CH2:19]2)CC2C=CC(OC)=CC=2)[C:5]2=[N:21][CH:22]=[C:23]([C:24]#[N:25])[N:4]2[N:3]=1.[NH2:26][C:27]1[CH:28]=[C:29]([CH:32]=[C:33]([N:36]2[CH2:39][CH:38]([N:40]3[CH2:45][CH2:44][N:43]([CH3:46])[CH2:42][CH2:41]3)[CH2:37]2)[C:34]=1[F:35])[C:30]#[N:31].C([O-])([O-])=O.[Cs+].[Cs+].CC1(C)C2C(=C(P(C3C=CC=CC=3)C3C=CC=CC=3)C=CC=2)OC2C(P(C3C=CC=CC=3)C3C=CC=CC=3)=CC=CC1=2.